Dataset: Forward reaction prediction with 1.9M reactions from USPTO patents (1976-2016). Task: Predict the product of the given reaction. (1) The product is: [CH3:1][O:2][NH:3][CH:4]([CH3:15])[CH2:5][C:6]1[C:7]([Cl:14])=[CH:8][C:9]([Cl:13])=[CH:10][C:11]=1[Cl:12]. Given the reactants [CH3:1][O:2][N:3]=[C:4]([CH3:15])[CH2:5][C:6]1[C:11]([Cl:12])=[CH:10][C:9]([Cl:13])=[CH:8][C:7]=1[Cl:14].Cl.O.[OH-].[Na+], predict the reaction product. (2) Given the reactants [C:1]([O:5][C:6]([N:8]([CH2:21][C@@H:22]1[C@@H:26]([C:27]2[CH:32]=[CH:31][CH:30]=[CH:29][CH:28]=2)[CH2:25][N:24]([C:33]([NH:35][C@H:36]2[CH2:41][CH2:40][C@H:39]([C:42]([O:44]C)=[O:43])[CH2:38][CH2:37]2)=[O:34])[CH2:23]1)[C@@H:9]([C:11]1[C:20]2[C:15](=[CH:16][CH:17]=[CH:18][CH:19]=2)[CH:14]=[CH:13][CH:12]=1)[CH3:10])=[O:7])([CH3:4])([CH3:3])[CH3:2].[OH-].[Na+], predict the reaction product. The product is: [C:1]([O:5][C:6]([N:8]([CH2:21][C@@H:22]1[C@@H:26]([C:27]2[CH:32]=[CH:31][CH:30]=[CH:29][CH:28]=2)[CH2:25][N:24]([C:33]([NH:35][C@H:36]2[CH2:37][CH2:38][C@H:39]([C:42]([OH:44])=[O:43])[CH2:40][CH2:41]2)=[O:34])[CH2:23]1)[C@@H:9]([C:11]1[C:20]2[C:15](=[CH:16][CH:17]=[CH:18][CH:19]=2)[CH:14]=[CH:13][CH:12]=1)[CH3:10])=[O:7])([CH3:2])([CH3:3])[CH3:4]. (3) Given the reactants C[Al](C)C.[F:5][C:6]([F:10])([F:9])[CH2:7][NH2:8].C[O:12][C:13](=O)[C:14]1[CH:19]=[CH:18][C:17]([O:20][CH2:21][C:22]2[C:23]([C:29]3[CH:34]=[CH:33][C:32]([F:35])=[C:31]([F:36])[CH:30]=3)=[N:24][O:25][C:26]=2[CH2:27][OH:28])=[N:16][CH:15]=1, predict the reaction product. The product is: [F:36][C:31]1[CH:30]=[C:29]([C:23]2[C:22]([CH2:21][O:20][C:17]3[CH:18]=[CH:19][C:14]([C:13]([NH:8][CH2:7][C:6]([F:10])([F:9])[F:5])=[O:12])=[CH:15][N:16]=3)=[C:26]([CH2:27][OH:28])[O:25][N:24]=2)[CH:34]=[CH:33][C:32]=1[F:35]. (4) Given the reactants Cl.[S:2]1[C:10]2[C:5](=[N:6][CH:7]=[CH:8][CH:9]=2)[N:4]=[C:3]1[O:11][C:12]1[CH:13]=[CH:14][C:15]2[O:19][C:18]([C:20](Cl)=[O:21])=[CH:17][C:16]=2[CH:23]=1.[CH2:24]([NH:31][CH3:32])[C:25]1[CH:30]=[CH:29][CH:28]=[CH:27][CH:26]=1.CCN(CC)CC, predict the reaction product. The product is: [CH2:24]([N:31]([CH3:32])[C:20]([C:18]1[O:19][C:15]2[CH:14]=[CH:13][C:12]([O:11][C:3]3[S:2][C:10]4[C:5]([N:4]=3)=[N:6][CH:7]=[CH:8][CH:9]=4)=[CH:23][C:16]=2[CH:17]=1)=[O:21])[C:25]1[CH:30]=[CH:29][CH:28]=[CH:27][CH:26]=1. (5) Given the reactants [NH2:1][CH2:2][CH2:3][NH:4][S:5]([C:8]1[C:17]2[C:12](=[C:13]([N:18]([CH3:20])[CH3:19])[CH:14]=[CH:15][CH:16]=2)[CH:11]=[CH:10][CH:9]=1)(=[O:7])=[O:6].C([O:24][C@H:25]1[C@@H:29]([O:30]C(=O)C)[C@H:28]([N:34]2[CH:42]=[N:41][C:40]3[C:35]2=[N:36][CH:37]=[N:38][C:39]=3Cl)[O:27][C@@H:26]1[CH2:44][S:45][CH2:46][CH2:47][CH:48]([NH:53]C(OCC1C2C=CC=CC=2C2C1=CC=CC=2)=O)[C:49]([O:51]C)=[O:50])(=O)C, predict the reaction product. The product is: [NH2:53][CH:48]([CH2:47][CH2:46][S:45][CH2:44][C@@H:26]1[C@@H:25]([OH:24])[C@@H:29]([OH:30])[C@H:28]([N:34]2[CH:42]=[N:41][C:40]3[C:35]2=[N:36][CH:37]=[N:38][C:39]=3[NH:1][CH2:2][CH2:3][NH:4][S:5]([C:8]2[C:17]3[C:12](=[C:13]([N:18]([CH3:20])[CH3:19])[CH:14]=[CH:15][CH:16]=3)[CH:11]=[CH:10][CH:9]=2)(=[O:7])=[O:6])[O:27]1)[C:49]([OH:51])=[O:50]. (6) Given the reactants FC(F)(F)C(O)=O.[Cl:8][C:9]1[CH:14]=[CH:13][C:12]([C:15]2[CH:16]=[C:17]([NH:28]C(=O)OC(C)(C)C)[CH:18]=[N:19][C:20]=2[O:21][C@@H:22]([CH3:27])[C:23]([F:26])([F:25])[F:24])=[CH:11][CH:10]=1, predict the reaction product. The product is: [Cl:8][C:9]1[CH:10]=[CH:11][C:12]([C:15]2[CH:16]=[C:17]([NH2:28])[CH:18]=[N:19][C:20]=2[O:21][C@@H:22]([CH3:27])[C:23]([F:24])([F:25])[F:26])=[CH:13][CH:14]=1.